Dataset: Catalyst prediction with 721,799 reactions and 888 catalyst types from USPTO. Task: Predict which catalyst facilitates the given reaction. (1) Reactant: [CH3:1][O:2][C:3]1[CH:4]=[C:5]([CH2:20][C:21]([O:23]C2C(F)=C(F)C(F)=C(F)C=2F)=O)[CH:6]=[CH:7][C:8]=1[NH:9][C:10]([NH:12][C:13]1[CH:18]=[CH:17][CH:16]=[CH:15][C:14]=1[CH3:19])=[O:11].[F:35][CH:36]1[CH2:40][NH:39][CH:38]([CH2:41][O:42][C:43]2[CH:53]=[CH:52][C:46]([C:47]([O:49][CH2:50][CH3:51])=[O:48])=[CH:45][C:44]=2[O:54][CH3:55])[CH2:37]1.CCN(CC)CC. Product: [F:35][CH:36]1[CH2:40][N:39]([C:21](=[O:23])[CH2:20][C:5]2[CH:6]=[CH:7][C:8]([NH:9][C:10]([NH:12][C:13]3[CH:18]=[CH:17][CH:16]=[CH:15][C:14]=3[CH3:19])=[O:11])=[C:3]([O:2][CH3:1])[CH:4]=2)[CH:38]([CH2:41][O:42][C:43]2[CH:53]=[CH:52][C:46]([C:47]([O:49][CH2:50][CH3:51])=[O:48])=[CH:45][C:44]=2[O:54][CH3:55])[CH2:37]1. The catalyst class is: 31. (2) Reactant: [Br:1][C:2]1[CH:7]=[CH:6][C:5](F)=[CH:4][C:3]=1[Cl:9].[CH3:10][S-:11].[Na+].O. Product: [Br:1][C:2]1[CH:7]=[CH:6][C:5]([S:11][CH3:10])=[CH:4][C:3]=1[Cl:9]. The catalyst class is: 16. (3) Reactant: [C:1]([O:5][C:6]([N:8]1[C:16]2[C:11](=[CH:12][C:13]([CH2:17][NH:18][CH2:19][CH2:20][NH:21][C:22]([O:24][C:25]([CH3:28])([CH3:27])[CH3:26])=[O:23])=[CH:14][CH:15]=2)[CH:10]=[C:9]1[C:29]1[C:30](=[O:39])[NH:31][C:32]2[C:37]([CH:38]=1)=[CH:36][CH:35]=[CH:34][CH:33]=2)=[O:7])([CH3:4])([CH3:3])[CH3:2].[S:40](Cl)(Cl)(=[O:42])=[O:41].[CH:45](N(C(C)C)CC)(C)[CH3:46]. Product: [C:25]([O:24][C:22]([NH:21][CH2:20][CH2:19][N:18]([CH2:17][C:13]1[CH:12]=[C:11]2[C:16](=[CH:15][CH:14]=1)[N:8]([C:6]([O:5][C:1]([CH3:2])([CH3:3])[CH3:4])=[O:7])[C:9]([C:29]1[C:30](=[O:39])[NH:31][C:32]3[C:37]([CH:38]=1)=[CH:36][CH:35]=[CH:34][CH:33]=3)=[CH:10]2)[S:40]([CH:45]=[CH2:46])(=[O:42])=[O:41])=[O:23])([CH3:28])([CH3:27])[CH3:26]. The catalyst class is: 9. (4) Reactant: [OH:1][C:2]1[CH:3]=[C:4]([C:14]([O:16][CH2:17][CH3:18])=[O:15])[C:5]2[CH:10]=[N:9][N:8]([CH:11]([CH3:13])[CH3:12])[C:6]=2[N:7]=1.C([O-])([O-])=O.[K+].[K+].Br[CH:26]1[CH2:31][CH2:30][N:29]([CH3:32])[CH2:28][CH2:27]1.O. The catalyst class is: 39. Product: [CH:11]([N:8]1[C:6]2[N:7]=[C:2]([O:1][CH:26]3[CH2:31][CH2:30][N:29]([CH3:32])[CH2:28][CH2:27]3)[CH:3]=[C:4]([C:14]([O:16][CH2:17][CH3:18])=[O:15])[C:5]=2[CH:10]=[N:9]1)([CH3:13])[CH3:12]. (5) Reactant: [CH3:1][O:2][NH:3][CH:4]([CH3:15])[CH2:5][C:6]1[C:11]([Cl:12])=[CH:10][C:9]([Cl:13])=[CH:8][C:7]=1[Cl:14].C(N(CC)CC)C.[F:23][CH:24]([F:34])[C:25]1[C:29]([C:30](Cl)=[O:31])=[CH:28][N:27]([CH3:33])[N:26]=1. Product: [CH3:1][O:2][N:3]([CH:4]([CH3:15])[CH2:5][C:6]1[C:7]([Cl:14])=[CH:8][C:9]([Cl:13])=[CH:10][C:11]=1[Cl:12])[C:30]([C:29]1[C:25]([CH:24]([F:34])[F:23])=[N:26][N:27]([CH3:33])[CH:28]=1)=[O:31]. The catalyst class is: 4. (6) Reactant: [NH2:1][CH2:2][C@@H:3]1[C@@H:11]([C@@:12]2([CH3:21])[CH2:17][CH2:16][C@H:15]([OH:18])[CH2:14][C@@H:13]2[CH2:19][OH:20])[CH2:10][CH2:9][C@@:8]2([CH3:22])[C@H:4]1[CH2:5][CH2:6]/[C:7]/2=[CH:23]\[CH3:24].CC(O)=O. Product: [NH2:1][CH2:2][C@@H:3]1[C@@H:11]([C@@:12]2([CH3:21])[CH2:17][CH2:16][C@H:15]([OH:18])[CH2:14][C@@H:13]2[CH2:19][OH:20])[CH2:10][CH2:9][C@@:8]2([CH3:22])[C@H:4]1[CH2:5][CH2:6][C@@H:7]2[CH2:23][CH3:24]. The catalyst class is: 582. (7) Reactant: [NH2:1][OH:2].Cl.C([O-])([O-])=O.[Na+].[Na+].[CH2:10]([O:12][C:13]([O:17][CH2:18][CH3:19])([CH3:16])[C:14]#[N:15])[CH3:11]. Product: [CH2:10]([O:12][C:13]([O:17][CH2:18][CH3:19])([CH3:16])[C:14]([NH2:15])=[N:1][OH:2])[CH3:11]. The catalyst class is: 72.